This data is from NCI-60 drug combinations with 297,098 pairs across 59 cell lines. The task is: Regression. Given two drug SMILES strings and cell line genomic features, predict the synergy score measuring deviation from expected non-interaction effect. (1) Drug 1: C1CN1C2=NC(=NC(=N2)N3CC3)N4CC4. Drug 2: C1=CC(=CC=C1CCCC(=O)O)N(CCCl)CCCl. Cell line: OVCAR3. Synergy scores: CSS=12.4, Synergy_ZIP=-5.90, Synergy_Bliss=-0.939, Synergy_Loewe=-13.3, Synergy_HSA=-0.181. (2) Drug 1: CCN(CC)CCNC(=O)C1=C(NC(=C1C)C=C2C3=C(C=CC(=C3)F)NC2=O)C. Drug 2: CC1C(C(CC(O1)OC2CC(OC(C2O)C)OC3=CC4=CC5=C(C(=O)C(C(C5)C(C(=O)C(C(C)O)O)OC)OC6CC(C(C(O6)C)O)OC7CC(C(C(O7)C)O)OC8CC(C(C(O8)C)O)(C)O)C(=C4C(=C3C)O)O)O)O. Cell line: ACHN. Synergy scores: CSS=44.4, Synergy_ZIP=-1.33, Synergy_Bliss=1.07, Synergy_Loewe=-7.06, Synergy_HSA=0.509. (3) Drug 1: CC1=C(C(CCC1)(C)C)C=CC(=CC=CC(=CC(=O)O)C)C. Drug 2: C1CC(C1)(C(=O)O)C(=O)O.[NH2-].[NH2-].[Pt+2]. Cell line: SK-MEL-5. Synergy scores: CSS=20.5, Synergy_ZIP=-3.10, Synergy_Bliss=0.148, Synergy_Loewe=2.92, Synergy_HSA=3.76. (4) Drug 1: CNC(=O)C1=CC=CC=C1SC2=CC3=C(C=C2)C(=NN3)C=CC4=CC=CC=N4. Drug 2: CCC1=C2CN3C(=CC4=C(C3=O)COC(=O)C4(CC)O)C2=NC5=C1C=C(C=C5)O. Cell line: SF-295. Synergy scores: CSS=39.7, Synergy_ZIP=-3.34, Synergy_Bliss=-4.48, Synergy_Loewe=-16.5, Synergy_HSA=-2.32. (5) Drug 1: CC1=C2C(C(=O)C3(C(CC4C(C3C(C(C2(C)C)(CC1OC(=O)C(C(C5=CC=CC=C5)NC(=O)OC(C)(C)C)O)O)OC(=O)C6=CC=CC=C6)(CO4)OC(=O)C)OC)C)OC. Drug 2: CC(CN1CC(=O)NC(=O)C1)N2CC(=O)NC(=O)C2. Cell line: U251. Synergy scores: CSS=33.1, Synergy_ZIP=-17.2, Synergy_Bliss=-23.2, Synergy_Loewe=-21.8, Synergy_HSA=-18.3. (6) Drug 1: C1CCC(C1)C(CC#N)N2C=C(C=N2)C3=C4C=CNC4=NC=N3. Drug 2: C(=O)(N)NO. Cell line: NCI-H226. Synergy scores: CSS=6.93, Synergy_ZIP=-4.06, Synergy_Bliss=-2.79, Synergy_Loewe=-3.25, Synergy_HSA=-2.44.